This data is from Forward reaction prediction with 1.9M reactions from USPTO patents (1976-2016). The task is: Predict the product of the given reaction. (1) Given the reactants [C:1]1(C)[CH:6]=[CH:5][C:4]([O:7][CH2:8][C:9]([Cl:11])=[O:10])=[CH:3][CH:2]=1.[F:13]C1C=CC(OCC(O)=O)=CC=1.O=S(Cl)Cl, predict the reaction product. The product is: [F:13][C:1]1[CH:6]=[CH:5][C:4]([O:7][CH2:8][C:9]([Cl:11])=[O:10])=[CH:3][CH:2]=1. (2) Given the reactants [CH3:1][C@H:2]([C:18]([C:20]1[CH:25]=[CH:24][CH:23]=[CH:22][CH:21]=1)=C)[C@H:3]([NH:11][C:12](=[O:17])[C:13]([F:16])([F:15])[F:14])[C:4]([O:6][C:7]([CH3:10])([CH3:9])[CH3:8])=[O:5].C[N+]1([O-])CC[O:30]CC1.O, predict the reaction product. The product is: [CH3:1][C@@H:2]([C:18](=[O:30])[C:20]1[CH:25]=[CH:24][CH:23]=[CH:22][CH:21]=1)[C@H:3]([NH:11][C:12](=[O:17])[C:13]([F:16])([F:15])[F:14])[C:4]([O:6][C:7]([CH3:10])([CH3:9])[CH3:8])=[O:5]. (3) Given the reactants [BH4-].[Na+].Br[CH2:4][C:5]([C:7]1[CH:11]=[CH:10][S:9][C:8]=1[S:12]([NH2:15])(=[O:14])=[O:13])=[O:6].[OH-].[Na+].Cl, predict the reaction product. The product is: [OH:6][CH:5]1[C:7]2[CH:11]=[CH:10][S:9][C:8]=2[S:12](=[O:14])(=[O:13])[NH:15][CH2:4]1.